From a dataset of Forward reaction prediction with 1.9M reactions from USPTO patents (1976-2016). Predict the product of the given reaction. (1) Given the reactants [CH3:1][C:2]1[NH:3][CH:4]=[CH:5][C:6]=1[CH:7]=[O:8].[H-].[Na+].C1OCCOCCOCCOCCOC1.Cl.[N:27]1[CH:32]=[CH:31][CH:30]=[C:29]([S:33](Cl)(=[O:35])=[O:34])[CH:28]=1, predict the reaction product. The product is: [CH3:1][C:2]1[N:3]([S:33]([C:29]2[CH:28]=[N:27][CH:32]=[CH:31][CH:30]=2)(=[O:35])=[O:34])[CH:4]=[CH:5][C:6]=1[CH:7]=[O:8]. (2) The product is: [F:59][C:60]([F:71])([F:72])[O:61][C:62]1[CH:67]=[CH:66][C:65]([O:8][C:9]2[CH:10]=[C:11]3[C:15](=[CH:16][CH:17]=2)[N:14]([C:18]2[CH:19]=[CH:20][C:21]([O:24][CH:25]([CH3:27])[CH3:26])=[CH:22][CH:23]=2)[C:13]([C:28]([OH:30])=[O:29])=[CH:12]3)=[CH:64][CH:63]=1. Given the reactants C(OC1C=C(C=CC=1)[O:8][C:9]1[CH:10]=[C:11]2[C:15](=[CH:16][CH:17]=1)[N:14]([C:18]1[CH:23]=[CH:22][C:21]([O:24][CH:25]([CH3:27])[CH3:26])=[CH:20][CH:19]=1)[C:13]([C:28]([OH:30])=[O:29])=[CH:12]2)(C)C.C(OC(C1N(C2C=CC(OC(C)C)=CC=2)C2C(C=1)=CC(O)=CC=2)=O)C.[F:59][C:60]([F:72])([F:71])[O:61][C:62]1[CH:67]=[CH:66][C:65](B(O)O)=[CH:64][CH:63]=1, predict the reaction product. (3) Given the reactants [F:1][C:2]1[CH:7]=[CH:6][C:5]([O:8][CH3:9])=[CH:4][C:3]=1[OH:10].Cl[C:12]1[CH:13]=[CH:14][C:15]([N+:27]([O-:29])=[O:28])=[C:16]([CH2:18][NH:19][C:20](=[O:26])[O:21][C:22]([CH3:25])([CH3:24])[CH3:23])[CH:17]=1.[H-].[Na+], predict the reaction product. The product is: [F:1][C:2]1[CH:7]=[CH:6][C:5]([O:8][CH3:9])=[CH:4][C:3]=1[O:10][C:12]1[CH:13]=[CH:14][C:15]([N+:27]([O-:29])=[O:28])=[C:16]([CH2:18][NH:19][C:20](=[O:26])[O:21][C:22]([CH3:25])([CH3:23])[CH3:24])[CH:17]=1.